Dataset: Full USPTO retrosynthesis dataset with 1.9M reactions from patents (1976-2016). Task: Predict the reactants needed to synthesize the given product. (1) The reactants are: [I:1][CH2:2][CH3:3].[N:4]1([C:9]2[CH:14]=[CH:13][N:12]=[CH:11][CH:10]=2)[CH2:8][CH2:7][CH2:6][CH2:5]1. Given the product [I-:1].[CH2:2]([N+:12]1[CH:13]=[CH:14][C:9]([N:4]2[CH2:5][CH2:6][CH2:7][CH2:8]2)=[CH:10][CH:11]=1)[CH3:3], predict the reactants needed to synthesize it. (2) Given the product [Br:1][C:2]1[C:7]([Cl:8])=[CH:6][CH:5]=[CH:4][C:3]=1[CH2:9][Br:17], predict the reactants needed to synthesize it. The reactants are: [Br:1][C:2]1[C:7]([Cl:8])=[CH:6][CH:5]=[CH:4][C:3]=1[CH3:9].C1C(=O)N([Br:17])C(=O)C1.C(OOC(=O)C1C=CC=CC=1)(=O)C1C=CC=CC=1. (3) Given the product [Cl:37][C:19]1[C:20]([C:22]2[C:27]([F:28])=[CH:26][CH:25]=[C:24]([NH:29][CH2:30][CH:31]3[CH2:36][CH2:35][O:34][CH2:33][CH2:32]3)[N:23]=2)=[CH:21][C:16]([NH:15][C@H:12]2[CH2:13][CH2:14][C@H:9]([NH:8][CH2:47][CH2:46][O:45][CH3:44])[CH2:10][CH2:11]2)=[N:17][CH:18]=1, predict the reactants needed to synthesize it. The reactants are: FC(F)(F)C(O)=O.[NH2:8][C@H:9]1[CH2:14][CH2:13][C@H:12]([NH:15][C:16]2[CH:21]=[C:20]([C:22]3[C:27]([F:28])=[CH:26][CH:25]=[C:24]([NH:29][CH2:30][CH:31]4[CH2:36][CH2:35][O:34][CH2:33][CH2:32]4)[N:23]=3)[C:19]([Cl:37])=[CH:18][N:17]=2)[CH2:11][CH2:10]1.C(=O)([O-])[O-].[Na+].[Na+].[CH3:44][O:45][CH2:46][CH2:47]OS(C1C=CC(C)=CC=1)(=O)=O. (4) Given the product [ClH:32].[Cl:35][C:27]1[CH:28]=[C:29]([CH2:33][CH3:34])[CH:30]=[C:31]([Cl:32])[C:26]=1[C:25]1[C:24]([CH3:36])=[N:23][N:22]2[C:17]([NH:16][CH2:15][CH2:14][NH:7][CH:8]3[CH2:9][CH2:10][O:11][CH2:12][CH2:13]3)=[CH:18][C:19]([CH3:37])=[N:20][C:21]=12, predict the reactants needed to synthesize it. The reactants are: C(OC(=O)[N:7]([CH2:14][CH2:15][NH:16][C:17]1[N:22]2[N:23]=[C:24]([CH3:36])[C:25]([C:26]3[C:31]([Cl:32])=[CH:30][C:29]([CH2:33][CH3:34])=[CH:28][C:27]=3[Cl:35])=[C:21]2[N:20]=[C:19]([CH3:37])[CH:18]=1)[CH:8]1[CH2:13][CH2:12][O:11][CH2:10][CH2:9]1)(C)(C)C. (5) Given the product [C:36]([CH:22]1[CH2:21][O:20][CH:19]([N:10]2[C:11]3[C:16](=[CH:15][CH:14]=[CH:13][CH:12]=3)[C:8]([C:4]3[CH:3]=[C:2]([NH:1][C:39]([C:26]4[O:25][CH:29]=[CH:28][CH:27]=4)=[O:38])[CH:7]=[CH:6][CH:5]=3)=[N:9]2)[CH2:24][CH2:23]1)#[N:33], predict the reactants needed to synthesize it. The reactants are: [NH2:1][C:2]1[CH:3]=[C:4]([C:8]2[C:16]3[C:11](=[CH:12][CH:13]=[C:14](C#N)[CH:15]=3)[N:10]([CH:19]3[CH2:24][CH2:23][CH2:22][CH2:21][O:20]3)[N:9]=2)[CH:5]=[CH:6][CH:7]=1.[O:25]1[CH:29]=[CH:28][CH:27]=[C:26]1Cl.C([N:33]([CH2:36]C)CC)C.[O:38]1CCC[CH2:39]1. (6) Given the product [F:11][C:8]1[CH:7]=[CH:6][C:5]([CH:4]([S:21][C:18]2[CH:19]=[CH:20][C:15]([F:14])=[CH:16][CH:17]=2)[C:3]([NH:22][C:23]2[CH:28]=[CH:27][CH:26]=[CH:25][N:24]=2)=[O:13])=[CH:10][CH:9]=1, predict the reactants needed to synthesize it. The reactants are: CO[C:3](=[O:13])[CH:4](O)[C:5]1[CH:10]=[CH:9][C:8]([F:11])=[CH:7][CH:6]=1.[F:14][C:15]1[CH:20]=[CH:19][C:18]([SH:21])=[CH:17][CH:16]=1.[NH2:22][C:23]1[CH:28]=[CH:27][CH:26]=[CH:25][N:24]=1.